Dataset: Forward reaction prediction with 1.9M reactions from USPTO patents (1976-2016). Task: Predict the product of the given reaction. Given the reactants [OH:1][CH2:2][C:3]#[C:4][C:5]1[N:14]=[CH:13][CH:12]=[C:11]2[C:6]=1[CH:7]=[C:8]([C:30]1[CH:35]=[CH:34][CH:33]=[CH:32][CH:31]=1)[C:9]([C:15]1[CH:29]=[CH:28][C:18]([CH2:19][NH:20][C:21](=[O:27])[O:22][C:23]([CH3:26])([CH3:25])[CH3:24])=[CH:17][CH:16]=1)=[N:10]2.CO.C(OCC)(=O)C.[H][H], predict the reaction product. The product is: [OH:1][CH2:2][CH2:3][CH2:4][C:5]1[N:14]=[CH:13][CH:12]=[C:11]2[C:6]=1[CH:7]=[C:8]([C:30]1[CH:31]=[CH:32][CH:33]=[CH:34][CH:35]=1)[C:9]([C:15]1[CH:16]=[CH:17][C:18]([CH2:19][NH:20][C:21](=[O:27])[O:22][C:23]([CH3:24])([CH3:25])[CH3:26])=[CH:28][CH:29]=1)=[N:10]2.